From a dataset of Catalyst prediction with 721,799 reactions and 888 catalyst types from USPTO. Predict which catalyst facilitates the given reaction. (1) Reactant: [CH3:1][O:2][C:3]1[C:12]2[N:11]=[C:10]([NH2:13])[N:9]3[CH2:14][CH2:15][N:16]=[C:8]3[C:7]=2[CH:6]=[CH:5][C:4]=1[O:17][CH2:18][CH2:19][CH2:20][N:21]1[CH2:26][CH2:25][O:24][CH2:23][CH2:22]1.[N:27]1[CH:32]=[C:31]([C:33](O)=[O:34])[CH:30]=[N:29][CH:28]=1.C1CN([P+](ON2N=NC3C=CC=CC2=3)(N2CCCC2)N2CCCC2)CC1.F[P-](F)(F)(F)(F)F.C(N(C(C)C)CC)(C)C. Product: [CH3:1][O:2][C:3]1[C:12]2[N:11]=[C:10]([NH:13][C:33]([C:31]3[CH:32]=[N:27][CH:28]=[N:29][CH:30]=3)=[O:34])[N:9]3[CH2:14][CH2:15][N:16]=[C:8]3[C:7]=2[CH:6]=[CH:5][C:4]=1[O:17][CH2:18][CH2:19][CH2:20][N:21]1[CH2:22][CH2:23][O:24][CH2:25][CH2:26]1. The catalyst class is: 31. (2) Reactant: [NH2:1][C:2]1[N:6]([CH3:7])[C:5]([CH:8]([CH3:10])[CH3:9])=[N:4][C:3]=1[C:11]#N.[C:13]1([CH3:21])[CH:18]=[CH:17][C:16]([Mg]Br)=[CH:15][CH:14]=1.Cl.[OH-:23].[Na+]. Product: [NH2:1][C:2]1[N:6]([CH3:7])[C:5]([CH:8]([CH3:9])[CH3:10])=[N:4][C:3]=1[C:11]([C:16]1[CH:17]=[CH:18][C:13]([CH3:21])=[CH:14][CH:15]=1)=[O:23]. The catalyst class is: 7. (3) Reactant: [OH:1][C:2]1[CH:3]=[C:4]([CH:7]=[CH:8][C:9]=1[N+:10]([O-:12])=[O:11])[CH:5]=[O:6].Br[CH2:14][CH2:15][CH2:16][CH2:17][CH2:18][C:19]([O:21][CH2:22][CH3:23])=[O:20].C(=O)([O-])[O-].[K+].[K+].O. Product: [CH2:22]([O:21][C:19](=[O:20])[CH2:18][CH2:17][CH2:16][CH2:15][CH2:14][O:1][C:2]1[CH:3]=[C:4]([CH:5]=[O:6])[CH:7]=[CH:8][C:9]=1[N+:10]([O-:12])=[O:11])[CH3:23]. The catalyst class is: 3.